From a dataset of Peptide-MHC class I binding affinity with 185,985 pairs from IEDB/IMGT. Regression. Given a peptide amino acid sequence and an MHC pseudo amino acid sequence, predict their binding affinity value. This is MHC class I binding data. The peptide sequence is GLEAYIQGI. The MHC is HLA-A26:01 with pseudo-sequence HLA-A26:01. The binding affinity (normalized) is 0.0847.